This data is from Reaction yield outcomes from USPTO patents with 853,638 reactions. The task is: Predict the reaction yield, written as a fraction of the theoretical maximum amount of product (1.0 means a 100% yield; for example, 0.34 means a 34% yield). (1) The catalyst is O. The reactants are [NH2:1][C:2]1[CH:3]=[C:4]([C:13]([O:15][CH2:16][CH3:17])=[O:14])[C:5]2[O:9][C:8]([CH3:11])([CH3:10])[CH2:7][C:6]=2[CH:12]=1.C(OCC)(OCC)OCC.[N-:28]=[N+:29]=[N-:30].[Na+].[C:32](O)(=O)C. The product is [CH3:10][C:8]1([CH3:11])[CH2:7][C:6]2[CH:12]=[C:2]([N:1]3[CH:32]=[N:30][N:29]=[N:28]3)[CH:3]=[C:4]([C:13]([O:15][CH2:16][CH3:17])=[O:14])[C:5]=2[O:9]1. The yield is 0.500. (2) The reactants are [CH3:1][C:2]1[N:3]([CH2:14][CH2:15][CH2:16][CH2:17][CH2:18][C:19]([O:21]CC)=[O:20])[C:4]2[CH2:5][C:6]([CH3:13])([CH3:12])[CH2:7][C:8](=[O:11])[C:9]=2[CH:10]=1.O.O.[OH-].[Li+]. The catalyst is CO. The product is [CH3:1][C:2]1[N:3]([CH2:14][CH2:15][CH2:16][CH2:17][CH2:18][C:19]([OH:21])=[O:20])[C:4]2[CH2:5][C:6]([CH3:13])([CH3:12])[CH2:7][C:8](=[O:11])[C:9]=2[CH:10]=1. The yield is 0.720. (3) The reactants are [Cl:1][C:2]1[CH:22]=[CH:21][CH:20]=[CH:19][C:3]=1[O:4][C:5]1[CH2:9][N:8]([C@@H:10]([CH2:14][CH:15]([CH3:17])[CH3:16])[C:11]([OH:13])=O)[C:7](=[O:18])[CH:6]=1.[CH3:23][C:24]1([CH3:36])[O:28][C@H:27]([CH2:29][N:30]2[CH:34]=[CH:33][C:32]([NH2:35])=[N:31]2)[CH2:26][O:25]1.ON1C2C=CC=CC=2N=N1.CN(C)CCCN=C=NCC. The catalyst is ClCCl. The product is [CH3:23][C:24]1([CH3:36])[O:28][C@H:27]([CH2:29][N:30]2[CH:34]=[CH:33][C:32]([NH:35][C:11](=[O:13])[C@@H:10]([N:8]3[CH2:9][C:5]([O:4][C:3]4[CH:19]=[CH:20][CH:21]=[CH:22][C:2]=4[Cl:1])=[CH:6][C:7]3=[O:18])[CH2:14][CH:15]([CH3:17])[CH3:16])=[N:31]2)[CH2:26][O:25]1. The yield is 0.881. (4) The reactants are [CH3:1][C:2](=[O:7])[CH2:3][C:4](=[O:6])[CH3:5].[OH:8][C:9]1[CH:16]=[CH:15][C:12]([CH:13]=O)=[CH:11][CH:10]=1.B([O:18][CH2:19][CH2:20][CH2:21]C)([O:18][CH2:19][CH2:20][CH2:21]C)[O:18][CH2:19][CH2:20][CH2:21]C.[CH2:33](N)[CH2:34][CH2:35][CH3:36].Cl. The catalyst is C(OCC)(=O)C. The product is [OH:8][C:9]1[CH:16]=[CH:15][C:12]([CH:13]=[CH:1][C:2](=[O:7])[CH2:3][C:4](=[O:6])[CH:5]=[CH:36][C:35]2[CH:21]=[CH:20][C:19]([OH:18])=[CH:33][CH:34]=2)=[CH:11][CH:10]=1. The yield is 0.190. (5) The catalyst is O1CCCC1. The reactants are Cl.Cl.[CH:3]1([NH:9][C:10]2[CH:15]=[CH:14][C:13]([CH:16]3[CH2:21][CH2:20][CH2:19][NH:18][CH2:17]3)=[CH:12][CH:11]=2)[CH2:8][CH2:7][CH2:6][CH2:5][CH2:4]1.C(N(CC)CC)C.Cl[C:30]1[N:35]([CH3:36])[C:34](=[O:37])[CH:33]=[C:32]([C:38]2[CH:43]=[CH:42][N:41]=[CH:40][CH:39]=2)[N:31]=1. The product is [CH:3]1([NH:9][C:10]2[CH:15]=[CH:14][C:13]([CH:16]3[CH2:21][CH2:20][CH2:19][N:18]([C:30]4[N:35]([CH3:36])[C:34](=[O:37])[CH:33]=[C:32]([C:38]5[CH:39]=[CH:40][N:41]=[CH:42][CH:43]=5)[N:31]=4)[CH2:17]3)=[CH:12][CH:11]=2)[CH2:8][CH2:7][CH2:6][CH2:5][CH2:4]1. The yield is 0.960. (6) The reactants are [C:1]1([NH:7][C:8]2[C:9](=[CH:13][C:14]([N+:17]([O-:19])=[O:18])=[CH:15][CH:16]=2)[C:10]([OH:12])=O)[CH:6]=[CH:5][CH:4]=[CH:3][CH:2]=1.P(Cl)(Cl)(Cl)=O.Cl. The catalyst is O. The product is [N+:17]([C:14]1[CH:15]=[CH:16][C:8]2[NH:7][C:1]3[C:2](=[CH:3][CH:4]=[CH:5][CH:6]=3)[C:10](=[O:12])[C:9]=2[CH:13]=1)([O-:19])=[O:18]. The yield is 0.920.